Dataset: Full USPTO retrosynthesis dataset with 1.9M reactions from patents (1976-2016). Task: Predict the reactants needed to synthesize the given product. Given the product [ClH:51].[ClH:1].[ClH:51].[CH:30]1([NH:33][C:34]([C:36]2[C:44]3[CH:43]=[C:42]([C:45]4[C:50]([Cl:51])=[CH:49][N:48]=[C:47]([NH:15][CH2:16][CH2:17][CH2:18][N:19]5[CH2:24][CH2:23][NH:22][CH2:21][CH2:20]5)[N:46]=4)[S:41][C:40]=3[CH:39]=[CH:38][CH:37]=2)=[O:35])[CH2:32][CH2:31]1, predict the reactants needed to synthesize it. The reactants are: [ClH:1].Cl.Cl.S1C(C2C=CN=C([NH:15][CH2:16][CH2:17][CH2:18][N:19]3[CH2:24][CH2:23][N:22](C)[CH2:21][CH2:20]3)N=2)=CC2C=CC=CC1=2.[CH:30]1([NH:33][C:34]([C:36]2[C:44]3[CH:43]=[C:42]([C:45]4[C:50]([Cl:51])=[CH:49][N:48]=[C:47](Cl)[N:46]=4)[S:41][C:40]=3[CH:39]=[CH:38][CH:37]=2)=[O:35])[CH2:32][CH2:31]1.C(OC(N1CCN(CCCN)CC1)=O)(C)(C)C.